Task: Regression. Given a target protein amino acid sequence and a drug SMILES string, predict the binding affinity score between them. We predict pKi (pKi = -log10(Ki in M); higher means stronger inhibition). Dataset: bindingdb_ki.. Dataset: Drug-target binding data from BindingDB using Ki measurements (1) The drug is CC[C@H](C)[C@H](NC(=O)[C@H](CCCNC(=N)N)NC(=O)[C@H](CCCNC(=N)N)NC(=O)[C@H](CC(C)C)NC(=O)[C@H](Cc1ccccc1)NC(=O)CNC(=O)CNC(=O)[C@@H](N)Cc1ccc(O)cc1)C(=O)N[C@@H](CCCNC(=N)N)C(=O)N1CCC[C@H]1C(=O)N[C@@H](CCCCN)C(=O)N[C@@H](CC(C)C)C(=O)N[C@@H](CCCCN)C(=O)O. The target protein sequence is MDSPIQIFRGEPGPTCAPSACLPPNSSAWFPGWAEPDSNGSAGSEDAQLEPAHISPAIPVIITAVYSVVFVVGLVGNSLVMFVIIRYTKMKTATNIYIFNLALADALVTTTMPFQSTVYLMNSWPFGDVLCKIVISIAYYNMFTSIFTLTMMSVDRYIAVCHPVKALDFRTPLKAKIINICIWLLSSSVGISAIVLGGTKVREDVDVIECSLQFPDDDYSWWDLFMKICVFIFAFVIPVLIIIVCYTLMILRLKSVRLLSGSREKDRNLRRITRLVLVVVAVFVVCWTPIHIFILVEALGSTSHSTAALSSYYFCIALGYTNSSLNPILYAFLDENFKRCFRDFCFPLKMRMERQSTSRVRNTVQDPAYLRDIDGMNKPV. The pKi is 5.3. (2) The drug is CCC(=O)O[C@](Cc1ccccc1)(c1ccccc1)[C@H](C)CN(C)C. The target is MLLARMKPQVQPELGGADQ. The pKi is 5.0. (3) The small molecule is O=S(=O)(O)O[C@@H](CO)[C@@H](O)CN1C[C@@H](O)[C@H](O)[C@H]1CO. The target protein (P00693) has sequence MGKNGSLCCFSLLLLLLLAGLASGHQVLFQGFNWESWKQSGGWYNMMMGKVDDIAAAGVTHVWLPPPSHSVSNEGYMPGRLYDIDASKYGNAAELKSLIGALHGKGVQAIADIVINHRCADYKDSRGIYCIFEGGTSDGRLDWGPHMICRDDTKYSDGTANLDTGADFAAAPDIDHLNDRVQRELKEWLLWLKSDLGFDAWRLDFARGYSPEMAKVYIDGTSPSLAVAEVWDNMATGGDGKPNYDQDAHRQNLVNWVDKVGGAASAGMVFDFTTKGILNAAVEGELWRLIDPQGKAPGVMGWWPAKAATFVDNHDTGSTQAMWPFPSDKVMQGYAYILTHPGIPCIFYDHFFNWGFKDQIAALVAIRKRNGITATSALKILMHEGDAYVAEIDGKVVVKIGSRYDVGAVIPAGFVTSAHGNDYAVWEKNGAAATLQRS. The pKi is 2.0. (4) The compound is CC[C@H](C)[C@H](NC(=O)[C@H](Cc1ccc(O)cc1)NC(=O)[C@H](Cc1cnc[nH]1)NC(=O)[C@H](CCCN=C(N)N)NC(=O)[C@H](CC(C)C)NC(=O)[C@H](C)NC(=O)[C@H](CO)NC(=O)[C@H](Cc1ccc(O)cc1)NC(=O)[C@H](Cc1ccc(O)cc1)NC(=O)[C@H](CCCN=C(N)N)NC(=O)[C@H](C)NC(=O)[C@H](CC(C)C)NC(=O)[C@H](CC(=O)O)NC(=O)[C@H](CCC(=O)O)NC(=O)[C@H](C)NC(=O)[C@@H]1CCCN1)C(=O)N[C@@H](CC(N)=O)C(=O)N[C@@H](CC(C)C)C(=O)N[C@H](C(=O)N[C@H](C(=O)N[C@@H](CCCN=C(N)N)C(=O)N[C@@H](CCC(N)=O)C(=O)N[C@@H](CCCN=C(N)N)C(=O)N[C@@H](Cc1ccc(O)cc1)C(N)=O)[C@@H](C)O)[C@@H](C)CC. The pKi is 7.0. The target protein sequence is MNASVLDPLGNNSSHLNFSEKNSQILQFEDEDCHVPLAMVFTLALAYGTVIILGVSGNLALIVIILKQKEMRNVTNILIVNLSFSDLLVTIMCLPFTFVYTLMDHWIFGEAMCKLNPFVQCASITVSVFSLVLIAIERHQLIINPRGWRPNNRHAYMGIAAIWVLATASSLPFLIYHVLTDEPFRNITFDEYKDKYVCLDLFPLDTARLSYTTTLLVIQYFGPLCFIFICYLKIYFRLKKRSNMMDKMRDSKYRSSETKRINIMLISIVVAFAVCWLPLTIFNIVFDWNHEILPVATCSHNLLFLICHLTAMISTCVNPIFYGFLNKNFQRDLQFLFHFCHFRSREEDYETIAMSTMHTDVSKTSLKQASPVAFKKINSDDDDKI. (5) The compound is CCCCCCCCNC(=O)Oc1cccc(OC(C)=O)c1. The target protein (P00602) has sequence NLYQFKNMIHCTVPSRPWWHFADYGCYCGRGGKGTAVDDLDRCCQVHDNCYGEAEKLGCWPYLTLYKYECSQGKLTCSGGNNKCEAAVCNCDLVAANCFAGAPYIDANYNVNLKERCQ. The pKi is 4.0. (6) The small molecule is CSC[C@H]1CN(Cc2c[nH]c3c(N)ncnc23)C[C@@H]1O. The target protein sequence is MKIGIIAAMPEELAYLVQHLDNTQEQVVLGNTYHTGTIASHEVVLVESGIGKVMSAMSVAILADHFQVDALINTGSAGAVAEGIAVGDVVIADKLAYHDVDVTAFGYAYGQMAQQPLYFESDKTFVAQIQESLSQLDQNWHLGLIATGDSFVAGNDKIEAIKSHFPEVLAVEMEGAAIAQAAHTLNLPVLVIRAMSDNANHEANIFFDEFIIEAGRRSAQVLLAFLKALD. The pKi is 7.6.